Task: Predict the reaction yield, written as a fraction of the theoretical maximum amount of product (1.0 means a 100% yield; for example, 0.34 means a 34% yield).. Dataset: Reaction yield outcomes from USPTO patents with 853,638 reactions (1) The reactants are Cl.[CH3:2][S:3]([C:6]1[CH:11]=[CH:10][C:9]([N:12]2[C:16]3=[N:17][CH:18]=[N:19][C:20]([O:21][CH:22]4[CH2:27][CH2:26][NH:25][CH2:24][CH2:23]4)=[C:15]3[CH:14]=[N:13]2)=[CH:8][CH:7]=1)(=[O:5])=[O:4].Cl[C:29]([O:31][CH2:32][C:33]([CH3:36])([CH3:35])[CH3:34])=[O:30].C(N(CC)CC)C. The catalyst is CN(C=O)C. The product is [CH3:34][C:33]([CH3:36])([CH3:35])[CH2:32][O:31][C:29]([N:25]1[CH2:26][CH2:27][CH:22]([O:21][C:20]2[N:19]=[CH:18][N:17]=[C:16]3[N:12]([C:9]4[CH:10]=[CH:11][C:6]([S:3]([CH3:2])(=[O:4])=[O:5])=[CH:7][CH:8]=4)[N:13]=[CH:14][C:15]=23)[CH2:23][CH2:24]1)=[O:30]. The yield is 0.270. (2) The reactants are [N+:1]([C:4]1[CH:9]=[CH:8][C:7]([CH2:10][CH:11]([NH2:22])[C:12]2[N:13]=[C:14]([C:17]3[S:18][CH:19]=[CH:20][CH:21]=3)[S:15][CH:16]=2)=[CH:6][CH:5]=1)([O-:3])=[O:2].[Cl:23][C:24]1[CH:25]=[C:26]([CH2:30][C:31](O)=[O:32])[CH:27]=[CH:28][CH:29]=1.ON1C2C=CC=CC=2N=N1.CN(C)CCCN=C=NCC.C(N(CC)CC)C. The yield is 0.600. The product is [Cl:23][C:24]1[CH:25]=[C:26]([CH2:30][C:31]([NH:22][C@H:11]([C:12]2[N:13]=[C:14]([C:17]3[S:18][CH:19]=[CH:20][CH:21]=3)[S:15][CH:16]=2)[CH2:10][C:7]2[CH:6]=[CH:5][C:4]([N+:1]([O-:3])=[O:2])=[CH:9][CH:8]=2)=[O:32])[CH:27]=[CH:28][CH:29]=1. The catalyst is CN(C=O)C.O. (3) The reactants are [ClH:1].O1CCOCC1.[Br:8][C:9]1[O:13][C:12]([C:14]([N:16]2[CH2:21][CH2:20][N:19](C(OC(C)(C)C)=O)[CH2:18][CH:17]2[CH2:29][O:30][C:31]2[CH:32]=[N:33][CH:34]=[CH:35][CH:36]=2)=[O:15])=[CH:11][CH:10]=1. The catalyst is CO. The product is [ClH:1].[ClH:1].[Br:8][C:9]1[O:13][C:12]([C:14]([N:16]2[CH2:21][CH2:20][NH:19][CH2:18][CH:17]2[CH2:29][O:30][C:31]2[CH:32]=[N:33][CH:34]=[CH:35][CH:36]=2)=[O:15])=[CH:11][CH:10]=1. The yield is 0.940.